This data is from NCI-60 drug combinations with 297,098 pairs across 59 cell lines. The task is: Regression. Given two drug SMILES strings and cell line genomic features, predict the synergy score measuring deviation from expected non-interaction effect. (1) Drug 1: C1CCC(CC1)NC(=O)N(CCCl)N=O. Drug 2: CC1CCCC2(C(O2)CC(NC(=O)CC(C(C(=O)C(C1O)C)(C)C)O)C(=CC3=CSC(=N3)C)C)C. Cell line: A549. Synergy scores: CSS=17.5, Synergy_ZIP=-6.51, Synergy_Bliss=1.11, Synergy_Loewe=-0.931, Synergy_HSA=0.429. (2) Drug 1: COC1=C(C=C2C(=C1)N=CN=C2NC3=CC(=C(C=C3)F)Cl)OCCCN4CCOCC4. Drug 2: CCN(CC)CCCC(C)NC1=C2C=C(C=CC2=NC3=C1C=CC(=C3)Cl)OC. Cell line: NCI/ADR-RES. Synergy scores: CSS=42.2, Synergy_ZIP=-6.26, Synergy_Bliss=3.53, Synergy_Loewe=6.41, Synergy_HSA=6.70. (3) Drug 1: CC1C(C(CC(O1)OC2CC(CC3=C2C(=C4C(=C3O)C(=O)C5=C(C4=O)C(=CC=C5)OC)O)(C(=O)C)O)N)O.Cl. Drug 2: CC=C1C(=O)NC(C(=O)OC2CC(=O)NC(C(=O)NC(CSSCCC=C2)C(=O)N1)C(C)C)C(C)C. Cell line: HT29. Synergy scores: CSS=68.7, Synergy_ZIP=1.57, Synergy_Bliss=3.19, Synergy_Loewe=-8.84, Synergy_HSA=2.73. (4) Cell line: SW-620. Drug 1: C1=CC(=CC=C1CC(C(=O)O)N)N(CCCl)CCCl.Cl. Drug 2: C1CN(P(=O)(OC1)NCCCl)CCCl. Synergy scores: CSS=0.824, Synergy_ZIP=-5.15, Synergy_Bliss=-2.12, Synergy_Loewe=-17.8, Synergy_HSA=-5.06. (5) Drug 1: CS(=O)(=O)C1=CC(=C(C=C1)C(=O)NC2=CC(=C(C=C2)Cl)C3=CC=CC=N3)Cl. Drug 2: CC1=C(N=C(N=C1N)C(CC(=O)N)NCC(C(=O)N)N)C(=O)NC(C(C2=CN=CN2)OC3C(C(C(C(O3)CO)O)O)OC4C(C(C(C(O4)CO)O)OC(=O)N)O)C(=O)NC(C)C(C(C)C(=O)NC(C(C)O)C(=O)NCCC5=NC(=CS5)C6=NC(=CS6)C(=O)NCCC[S+](C)C)O. Cell line: SNB-75. Synergy scores: CSS=-0.666, Synergy_ZIP=-1.89, Synergy_Bliss=-4.44, Synergy_Loewe=-13.5, Synergy_HSA=-6.49. (6) Drug 2: C(CCl)NC(=O)N(CCCl)N=O. Cell line: HOP-92. Synergy scores: CSS=10.2, Synergy_ZIP=-3.03, Synergy_Bliss=-2.22, Synergy_Loewe=1.67, Synergy_HSA=0.684. Drug 1: CCCCCOC(=O)NC1=NC(=O)N(C=C1F)C2C(C(C(O2)C)O)O.